From a dataset of NCI-60 drug combinations with 297,098 pairs across 59 cell lines. Regression. Given two drug SMILES strings and cell line genomic features, predict the synergy score measuring deviation from expected non-interaction effect. (1) Drug 1: CNC(=O)C1=CC=CC=C1SC2=CC3=C(C=C2)C(=NN3)C=CC4=CC=CC=N4. Drug 2: CC1C(C(CC(O1)OC2CC(OC(C2O)C)OC3=CC4=CC5=C(C(=O)C(C(C5)C(C(=O)C(C(C)O)O)OC)OC6CC(C(C(O6)C)O)OC7CC(C(C(O7)C)O)OC8CC(C(C(O8)C)O)(C)O)C(=C4C(=C3C)O)O)O)O. Cell line: UACC-257. Synergy scores: CSS=3.02, Synergy_ZIP=9.97, Synergy_Bliss=12.4, Synergy_Loewe=13.0, Synergy_HSA=11.6. (2) Drug 1: CCCS(=O)(=O)NC1=C(C(=C(C=C1)F)C(=O)C2=CNC3=C2C=C(C=N3)C4=CC=C(C=C4)Cl)F. Drug 2: C1=CC=C(C=C1)NC(=O)CCCCCCC(=O)NO. Cell line: HL-60(TB). Synergy scores: CSS=41.6, Synergy_ZIP=13.6, Synergy_Bliss=18.4, Synergy_Loewe=0.688, Synergy_HSA=9.76. (3) Drug 1: CC1=C(C=C(C=C1)NC2=NC=CC(=N2)N(C)C3=CC4=NN(C(=C4C=C3)C)C)S(=O)(=O)N.Cl. Drug 2: CS(=O)(=O)CCNCC1=CC=C(O1)C2=CC3=C(C=C2)N=CN=C3NC4=CC(=C(C=C4)OCC5=CC(=CC=C5)F)Cl. Cell line: SF-268. Synergy scores: CSS=-4.90, Synergy_ZIP=1.98, Synergy_Bliss=-2.45, Synergy_Loewe=-6.66, Synergy_HSA=-6.46. (4) Drug 1: C1=NC2=C(N=C(N=C2N1C3C(C(C(O3)CO)O)O)F)N. Drug 2: CCCCC(=O)OCC(=O)C1(CC(C2=C(C1)C(=C3C(=C2O)C(=O)C4=C(C3=O)C=CC=C4OC)O)OC5CC(C(C(O5)C)O)NC(=O)C(F)(F)F)O. Cell line: NCI/ADR-RES. Synergy scores: CSS=35.4, Synergy_ZIP=-0.386, Synergy_Bliss=7.48, Synergy_Loewe=1.54, Synergy_HSA=2.40. (5) Drug 1: CC1=C2C(C(=O)C3(C(CC4C(C3C(C(C2(C)C)(CC1OC(=O)C(C(C5=CC=CC=C5)NC(=O)OC(C)(C)C)O)O)OC(=O)C6=CC=CC=C6)(CO4)OC(=O)C)OC)C)OC. Drug 2: C1=NC2=C(N=C(N=C2N1C3C(C(C(O3)CO)O)F)Cl)N. Cell line: SK-MEL-28. Synergy scores: CSS=33.9, Synergy_ZIP=-0.652, Synergy_Bliss=0.227, Synergy_Loewe=5.60, Synergy_HSA=8.03.